From a dataset of Full USPTO retrosynthesis dataset with 1.9M reactions from patents (1976-2016). Predict the reactants needed to synthesize the given product. (1) Given the product [Br:1][CH2:34][C:35]([C:37]1[CH:42]=[CH:41][C:40]([OH:43])=[CH:39][CH:38]=1)=[O:36], predict the reactants needed to synthesize it. The reactants are: [Br-:1].[Br-].[Br-].C1([N+](C)(C)C)C=CC=CC=1.C1([N+](C)(C)C)C=CC=CC=1.C1([N+](C)(C)C)C=CC=CC=1.[CH3:34][C:35]([C:37]1[CH:38]=[CH:39][C:40]([OH:43])=[CH:41][CH:42]=1)=[O:36]. (2) Given the product [CH2:17]([O:9][C:8]1[C:7]([CH3:11])([C:1]2[CH:6]=[CH:5][CH:4]=[CH:3][CH:2]=2)[C:15](=[O:16])[CH:24]=1)[CH3:18], predict the reactants needed to synthesize it. The reactants are: [C:1]1([CH:7]([CH3:11])[C:8](O)=[O:9])[CH:6]=[CH:5][CH:4]=[CH:3][CH:2]=1.CN([CH:15]=[O:16])C.[CH2:17](N(CC)CC)[CH3:18].[CH2:24](Cl)Cl.